From a dataset of TCR-epitope binding with 47,182 pairs between 192 epitopes and 23,139 TCRs. Binary Classification. Given a T-cell receptor sequence (or CDR3 region) and an epitope sequence, predict whether binding occurs between them. (1) The epitope is GLIYNRMGAVTTEV. Result: 1 (the TCR binds to the epitope). The TCR CDR3 sequence is CASKIRFMNTEAFF. (2) The epitope is AYAQKIFKI. The TCR CDR3 sequence is CTARTGSGLAGGNEQFF. Result: 0 (the TCR does not bind to the epitope). (3) The epitope is FPRPWLHGL. The TCR CDR3 sequence is CASSLVQYNEQFF. Result: 0 (the TCR does not bind to the epitope). (4) The epitope is GTHWFVTQR. The TCR CDR3 sequence is CASSLYYSDQPQHF. Result: 0 (the TCR does not bind to the epitope). (5) The epitope is RLRPGGKKR. The TCR CDR3 sequence is CASSYGTGALYEQYF. Result: 0 (the TCR does not bind to the epitope).